The task is: Predict the reaction yield, written as a fraction of the theoretical maximum amount of product (1.0 means a 100% yield; for example, 0.34 means a 34% yield).. This data is from Reaction yield outcomes from USPTO patents with 853,638 reactions. (1) The reactants are [CH3:1][O:2][C:3]1[CH:8]=[CH:7][C:6]([C:9]([CH3:13])([CH3:12])[C:10]#N)=[CH:5][CH:4]=1.[OH-:14].[K+].C(O)CO.Cl.[OH2:21]. No catalyst specified. The product is [CH3:1][O:2][C:3]1[CH:8]=[CH:7][C:6]([C:9]([CH3:13])([CH3:12])[C:10]([OH:21])=[O:14])=[CH:5][CH:4]=1. The yield is 0.800. (2) The reactants are [NH2:1][C:2]1[C:7]([NH:8][C:9]2[CH:14]=[CH:13][C:12]([I:15])=[CH:11][C:10]=2[F:16])=[C:6]([CH3:17])[C:5](=[O:18])[N:4]2[CH2:19][CH2:20][O:21][C:3]=12.[CH2:22]([O:29][CH2:30][C:31]1([S:34](Cl)(=[O:36])=[O:35])[CH2:33][CH2:32]1)[C:23]1[CH:28]=[CH:27][CH:26]=[CH:25][CH:24]=1. The catalyst is N1C=CC=CC=1. The product is [F:16][C:10]1[CH:11]=[C:12]([I:15])[CH:13]=[CH:14][C:9]=1[NH:8][C:7]1[C:2]([NH:1][S:34]([C:31]2([CH2:30][O:29][CH2:22][C:23]3[CH:28]=[CH:27][CH:26]=[CH:25][CH:24]=3)[CH2:33][CH2:32]2)(=[O:36])=[O:35])=[C:3]2[O:21][CH2:20][CH2:19][N:4]2[C:5](=[O:18])[C:6]=1[CH3:17]. The yield is 0.500. (3) The reactants are [NH:1]1[C:5]2[CH:6]=[CH:7][CH:8]=[CH:9][C:4]=2[N:3]=[C:2]1[C:10]1[CH:11]=[C:12]([N:17]2[CH2:21][CH2:20][CH:19]([C:22](O)=[O:23])[CH2:18]2)[CH:13]=[CH:14][C:15]=1[Cl:16].CN(C(ON1N=NC2C=CC=NC1=2)=[N+](C)C)C.F[P-](F)(F)(F)(F)F.C(N(C(C)C)CC)(C)C.[C:58]([O:62][C:63]([N:65]1[CH2:70][CH2:69][NH:68][CH2:67][CH2:66]1)=[O:64])([CH3:61])([CH3:60])[CH3:59]. No catalyst specified. The product is [C:58]([O:62][C:63]([N:65]1[CH2:70][CH2:69][N:68]([C:22]([CH:19]2[CH2:20][CH2:21][N:17]([C:12]3[CH:13]=[CH:14][C:15]([Cl:16])=[C:10]([C:2]4[NH:1][C:5]5[CH:6]=[CH:7][CH:8]=[CH:9][C:4]=5[N:3]=4)[CH:11]=3)[CH2:18]2)=[O:23])[CH2:67][CH2:66]1)=[O:64])([CH3:61])([CH3:59])[CH3:60]. The yield is 0.670. (4) The reactants are [CH2:1]([O:3][C:4](=[O:12])[CH2:5]P(OC)(OC)=O)[CH3:2].CC([O-])(C)C.[K+].[F:19][C:20]1[CH:27]=[C:26]([F:28])[CH:25]=[C:24]([F:29])[C:21]=1[CH:22]=O.[Cl-].[NH4+]. The catalyst is C1COCC1.CN(C=O)C.C1COCC1. The product is [F:19][C:20]1[CH:27]=[C:26]([F:28])[CH:25]=[C:24]([F:29])[C:21]=1/[CH:22]=[CH:5]/[C:4]([O:3][CH2:1][CH3:2])=[O:12]. The yield is 0.870.